Dataset: Catalyst prediction with 721,799 reactions and 888 catalyst types from USPTO. Task: Predict which catalyst facilitates the given reaction. (1) Reactant: Cl[CH2:2][C:3]1[N:4]=[C:5]([C:9]2[CH:14]=[CH:13][CH:12]=[CH:11][CH:10]=2)[S:6][C:7]=1[CH3:8].[OH:15][C:16]1[CH:37]=[CH:36][C:19]([CH2:20][O:21]/[N:22]=[C:23](/[C:30]2[CH:35]=[CH:34][CH:33]=[CH:32][CH:31]=2)\[CH2:24][CH2:25][C:26]([O:28][CH3:29])=[O:27])=[CH:18][CH:17]=1.C(=O)([O-])[O-].[K+].[K+].O. Product: [CH3:8][C:7]1[S:6][C:5]([C:9]2[CH:14]=[CH:13][CH:12]=[CH:11][CH:10]=2)=[N:4][C:3]=1[CH2:2][O:15][C:16]1[CH:17]=[CH:18][C:19]([CH2:20][O:21]/[N:22]=[C:23](/[C:30]2[CH:31]=[CH:32][CH:33]=[CH:34][CH:35]=2)\[CH2:24][CH2:25][C:26]([O:28][CH3:29])=[O:27])=[CH:36][CH:37]=1. The catalyst class is: 175. (2) Reactant: [CH3:1][O:2][C:3]1[N:8]2[N:9]=[C:10]([C:12]([F:15])([F:14])[F:13])[CH:11]=[C:7]2[C:6]([CH2:16][CH2:17][C:18](=O)[C:19]([OH:21])=O)=[CH:5][CH:4]=1.C(O)(=O)C.[NH2:27][NH2:28]. Product: [CH3:1][O:2][C:3]1[N:8]2[N:9]=[C:10]([C:12]([F:15])([F:14])[F:13])[CH:11]=[C:7]2[C:6]([C:16]2[CH2:17][CH2:18][C:19](=[O:21])[NH:27][N:28]=2)=[CH:5][CH:4]=1. The catalyst class is: 8. (3) Reactant: [CH2:1](O)[CH2:2][CH2:3][CH2:4][CH2:5][CH2:6][CH2:7][CH2:8][CH2:9][CH2:10][CH2:11][CH2:12][CH2:13][CH2:14][CH2:15][CH2:16][CH2:17][CH3:18].[ClH:20]. Product: [CH2:1]([Cl:20])[CH2:2][CH2:3][CH2:4][CH2:5][CH2:6][CH2:7][CH2:8][CH2:9][CH2:10][CH2:11][CH2:12][CH2:13][CH2:14][CH2:15][CH2:16][CH2:17][CH3:18]. The catalyst class is: 6. (4) Reactant: Br[C:2]1[CH:3]=[C:4]2[C:11]3([O:15][N:14]([CH3:16])[C:13]([NH2:17])=[N:12]3)[CH2:10][CH:9]([CH:18]3[CH2:23][CH2:22][CH2:21][O:20][CH2:19]3)[O:8][C:5]2=[CH:6][CH:7]=1.[F:24][C:25]1[CH:26]=[C:27](B(O)O)[CH:28]=[C:29]([F:31])[CH:30]=1.C([O-])([O-])=O.[Cs+].[Cs+]. Product: [F:24][C:25]1[CH:26]=[C:27]([C:2]2[CH:3]=[C:4]3[C:11]4([O:15][N:14]([CH3:16])[C:13]([NH2:17])=[N:12]4)[CH2:10][CH:9]([CH:18]4[CH2:23][CH2:22][CH2:21][O:20][CH2:19]4)[O:8][C:5]3=[CH:6][CH:7]=2)[CH:28]=[C:29]([F:31])[CH:30]=1. The catalyst class is: 184. (5) Reactant: [OH-].[Li+].[Cl:3][C:4]1[CH:9]=[CH:8][C:7]([C:10]([NH:12][C@@H:13]([CH:18]2[CH2:23][CH2:22][CH2:21][CH2:20][CH2:19]2)[C:14]([O:16]C)=[O:15])=[O:11])=[C:6]([NH:24][C:25]([NH:27][C:28]2[C:33]([CH3:34])=[CH:32][C:31]([CH3:35])=[CH:30][C:29]=2[CH3:36])=[O:26])[CH:5]=1.CO.Cl. Product: [Cl:3][C:4]1[CH:9]=[CH:8][C:7]([C:10]([NH:12][C@@H:13]([CH:18]2[CH2:19][CH2:20][CH2:21][CH2:22][CH2:23]2)[C:14]([OH:16])=[O:15])=[O:11])=[C:6]([NH:24][C:25]([NH:27][C:28]2[C:33]([CH3:34])=[CH:32][C:31]([CH3:35])=[CH:30][C:29]=2[CH3:36])=[O:26])[CH:5]=1. The catalyst class is: 20. (6) Reactant: [OH:1][CH2:2][CH2:3][N:4]([C:13]([C:15]1[CH:16]=[N:17][N:18]([C:20]2[CH:25]=[CH:24][C:23]([O:26][CH2:27][CH2:28][CH2:29][N:30]3[CH2:34][CH2:33][CH2:32][C@H:31]3[CH3:35])=[CH:22][CH:21]=2)[CH:19]=1)=[O:14])[CH2:5][C:6]([O:8]C(C)(C)C)=[O:7].Cl. Product: [OH:1][CH2:2][CH2:3][N:4]([C:13]([C:15]1[CH:16]=[N:17][N:18]([C:20]2[CH:25]=[CH:24][C:23]([O:26][CH2:27][CH2:28][CH2:29][N:30]3[CH2:34][CH2:33][CH2:32][C@H:31]3[CH3:35])=[CH:22][CH:21]=2)[CH:19]=1)=[O:14])[CH2:5][C:6]([OH:8])=[O:7]. The catalyst class is: 155. (7) Reactant: [O:1]1[CH2:3][C@H:2]1[CH2:4]OS(C1C=CC=C([N+]([O-])=O)C=1)(=O)=O.[OH:18][C:19]1[CH:24]=[CH:23][CH:22]=[CH:21][C:20]=1[CH2:25][C:26]([N:28]1[CH2:32][CH2:31][C@H:30]([OH:33])[CH2:29]1)=[O:27].C([O-])([O-])=O.[Cs+].[Cs+]. Product: [O:1]1[CH2:3][C@H:2]1[CH2:4][O:18][C:19]1[CH:24]=[CH:23][CH:22]=[CH:21][C:20]=1[CH2:25][C:26]([N:28]1[CH2:32][CH2:31][C@H:30]([OH:33])[CH2:29]1)=[O:27]. The catalyst class is: 3.